Dataset: Peptide-MHC class II binding affinity with 134,281 pairs from IEDB. Task: Regression. Given a peptide amino acid sequence and an MHC pseudo amino acid sequence, predict their binding affinity value. This is MHC class II binding data. (1) The peptide sequence is SINYRTEIDKPCQHH. The MHC is HLA-DQA10102-DQB10602 with pseudo-sequence HLA-DQA10102-DQB10602. The binding affinity (normalized) is 0.144. (2) The peptide sequence is EKKYFAATQFEILAA. The MHC is HLA-DPA10103-DPB10601 with pseudo-sequence HLA-DPA10103-DPB10601. The binding affinity (normalized) is 0.782. (3) The peptide sequence is KGDEQKLRSAGEVEI. The MHC is DRB1_1302 with pseudo-sequence DRB1_1302. The binding affinity (normalized) is 0.412. (4) The peptide sequence is EDVGYPIIIDQKYCP. The MHC is HLA-DPA10103-DPB10301 with pseudo-sequence HLA-DPA10103-DPB10301. The binding affinity (normalized) is 0. (5) The peptide sequence is IPFVHLGHRDALEDD. The MHC is DRB3_0202 with pseudo-sequence DRB3_0202. The binding affinity (normalized) is 0. (6) The peptide sequence is SEAQKAAKPAAAATA. The MHC is HLA-DPA10301-DPB10402 with pseudo-sequence HLA-DPA10301-DPB10402. The binding affinity (normalized) is 0. (7) The peptide sequence is VPRRGPRGGPGRSYA. The MHC is DRB4_0101 with pseudo-sequence DRB4_0103. The binding affinity (normalized) is 0.0528. (8) The peptide sequence is AGVLFMFVLLLSGQI. The MHC is DRB1_1101 with pseudo-sequence DRB1_1101. The binding affinity (normalized) is 0.334. (9) The peptide sequence is IEKKIAKMEKASY. The MHC is DRB1_0401 with pseudo-sequence DRB1_0401. The binding affinity (normalized) is 0. (10) The peptide sequence is GWYRPPFSRVVHLYR. The MHC is DRB1_1501 with pseudo-sequence DRB1_1501. The binding affinity (normalized) is 0.647.